From a dataset of Retrosynthesis with 50K atom-mapped reactions and 10 reaction types from USPTO. Predict the reactants needed to synthesize the given product. (1) Given the product COC(c1ccc(Cl)cc1)(c1ccc(N)c(C)c1)C(F)(F)F, predict the reactants needed to synthesize it. The reactants are: CI.Cc1cc(C(O)(c2ccc(Cl)cc2)C(F)(F)F)ccc1N. (2) Given the product CCOC(=O)C=C(C)CCC=C(C)CCC=C(C)CCC=C(C)CCC=C(C)C(=O)N(C(C)C)C(C)C, predict the reactants needed to synthesize it. The reactants are: CC(C)NC(C)C.CCOC(=O)C=C(C)CCC=C(C)CCC=C(C)CCC=C(C)CCC=C(C)C(=O)O.